Dataset: M1 muscarinic receptor antagonist screen with 61,756 compounds. Task: Binary Classification. Given a drug SMILES string, predict its activity (active/inactive) in a high-throughput screening assay against a specified biological target. (1) The drug is S=c1n(CCCCC(=O)NCCN(CC)CC)c(=O)c2[nH]c3c(c2[nH]1)cc(OC)cc3. The result is 0 (inactive). (2) The compound is Fc1ccc(CN2C(CCC2=O)C(=O)N(Cc2occc2)C)cc1. The result is 0 (inactive).